From a dataset of Full USPTO retrosynthesis dataset with 1.9M reactions from patents (1976-2016). Predict the reactants needed to synthesize the given product. (1) Given the product [O:36]=[C:30]([N:23]1[CH2:24][CH2:25][CH:20]([NH:19][S:16]([C:14]2[CH:15]=[C:10]([S:7]([C:1]3[CH:2]=[CH:3][CH:4]=[CH:5][CH:6]=3)(=[O:9])=[O:8])[CH:11]=[CH:12][C:13]=2[C:26]([F:28])([F:29])[F:27])(=[O:18])=[O:17])[CH2:21][CH2:22]1)[CH2:31][CH2:32][C:33]([OH:35])=[O:34], predict the reactants needed to synthesize it. The reactants are: [C:1]1([S:7]([C:10]2[CH:11]=[CH:12][C:13]([C:26]([F:29])([F:28])[F:27])=[C:14]([S:16]([NH:19][CH:20]3[CH2:25][CH2:24][NH:23][CH2:22][CH2:21]3)(=[O:18])=[O:17])[CH:15]=2)(=[O:9])=[O:8])[CH:6]=[CH:5][CH:4]=[CH:3][CH:2]=1.[C:30]1(=[O:36])[O:35][C:33](=[O:34])[CH2:32][CH2:31]1. (2) Given the product [C:1]([O:5][C:6]([N:8]1[CH2:13][CH2:12][CH:11]([S:14]([C:17]2[CH:22]=[CH:21][C:20]([C:24]#[N:25])=[CH:19][CH:18]=2)(=[O:16])=[O:15])[CH2:10][CH2:9]1)=[O:7])([CH3:4])([CH3:3])[CH3:2], predict the reactants needed to synthesize it. The reactants are: [C:1]([O:5][C:6]([N:8]1[CH2:13][CH2:12][CH:11]([S:14]([C:17]2[CH:22]=[CH:21][C:20](Br)=[CH:19][CH:18]=2)(=[O:16])=[O:15])[CH2:10][CH2:9]1)=[O:7])([CH3:4])([CH3:3])[CH3:2].[CH3:24][N:25](C=O)C. (3) Given the product [C:11]([O:10][C:8]([N:5]1[CH2:6][CH2:7][C@H:3]([CH2:2][NH:1][C:21]([C:19]2[S:20][C:16]([Cl:15])=[CH:17][CH:18]=2)=[O:22])[CH2:4]1)=[O:9])([CH3:14])([CH3:13])[CH3:12], predict the reactants needed to synthesize it. The reactants are: [NH2:1][CH2:2][C@H:3]1[CH2:7][CH2:6][N:5]([C:8]([O:10][C:11]([CH3:14])([CH3:13])[CH3:12])=[O:9])[CH2:4]1.[Cl:15][C:16]1[S:20][C:19]([C:21](O)=[O:22])=[CH:18][CH:17]=1. (4) Given the product [C:11]1([C:10](=[N:12][O:13][CH2:26][CH2:25][CH2:24][NH:23][C:16](=[O:17])[O:18][C:19]([CH3:22])([CH3:21])[CH3:20])[C:2]2[NH:1][C:5]3=[CH:6][N:7]=[CH:8][CH:9]=[C:4]3[CH:3]=2)[CH:11]=[CH:10][CH:2]=[CH:3][CH:4]=1, predict the reactants needed to synthesize it. The reactants are: [NH:1]1[C:5]2=[CH:6][N:7]=[CH:8][CH:9]=[C:4]2[CH:3]=[C:2]1[C:10](=[N:12][OH:13])[CH3:11].[H-].[Na+].[C:16]([NH:23][CH2:24][CH2:25][CH2:26]Cl)([O:18][C:19]([CH3:22])([CH3:21])[CH3:20])=[O:17]. (5) Given the product [NH2:1][C:4]1[CH:5]=[C:6]([CH2:10][NH:11][C:12](=[O:18])[O:13][C:14]([CH3:16])([CH3:15])[CH3:17])[CH:7]=[CH:8][CH:9]=1, predict the reactants needed to synthesize it. The reactants are: [N+:1]([C:4]1[CH:5]=[C:6]([CH2:10][NH:11][C:12](=[O:18])[O:13][C:14]([CH3:17])([CH3:16])[CH3:15])[CH:7]=[CH:8][CH:9]=1)([O-])=O. (6) Given the product [C:1]1([N:7]2[C:11]3[CH:12]=[C:13]([CH:16]=[O:24])[CH:14]=[CH:15][C:10]=3[N:9]=[C:8]2[C:17]2[CH:18]=[CH:19][CH:20]=[CH:21][CH:22]=2)[CH:6]=[CH:5][CH:4]=[CH:3][CH:2]=1, predict the reactants needed to synthesize it. The reactants are: [C:1]1([N:7]2[C:11]3[CH:12]=[C:13]([CH3:16])[CH:14]=[CH:15][C:10]=3[N:9]=[C:8]2[C:17]2[CH:22]=[CH:21][CH:20]=[CH:19][CH:18]=2)[CH:6]=[CH:5][CH:4]=[CH:3][CH:2]=1.[N+]([O-])([O-])=[O:24].[NH4+].[Ce].C(=O)(O)[O-].[Na+]. (7) Given the product [ClH:32].[CH3:2][O:27][C:26](=[O:28])[C@H:18]([CH2:19][C:20]1[CH:25]=[CH:24][CH:23]=[CH:22][CH:21]=1)[NH2:17], predict the reactants needed to synthesize it. The reactants are: N1CCC[C@H:2]1C(O)=O.N1CCC[C@H]1C(N)=O.[NH2:17][C@H:18]([C:26]([OH:28])=[O:27])[CH2:19][C:20]1[CH:25]=[CH:24][CH:23]=[CH:22][CH:21]=1.Cl.S(Cl)([Cl:32])=O.